This data is from Forward reaction prediction with 1.9M reactions from USPTO patents (1976-2016). The task is: Predict the product of the given reaction. The product is: [Cl:26][C:23]1[CH:22]=[CH:21][C:20]([S:17]([NH:16][C@@H:8]([C:9]2[C:10]([I:27])=[C:11]([CH3:12])[O:14][N:13]=2)[CH2:1][C:2]2[CH:7]=[CH:6][CH:5]=[CH:4][CH:3]=2)(=[O:19])=[O:18])=[CH:25][CH:24]=1. Given the reactants [CH2:1]([C@@H:8]([NH:16][S:17]([C:20]1[CH:25]=[CH:24][C:23]([Cl:26])=[CH:22][CH:21]=1)(=[O:19])=[O:18])[C:9](=[N:13][O:14]C)[C:10]#[C:11][CH3:12])[C:2]1[CH:7]=[CH:6][CH:5]=[CH:4][CH:3]=1.[I:27]I.S([O-])([O-])(=O)=S.[Na+].[Na+], predict the reaction product.